From a dataset of Full USPTO retrosynthesis dataset with 1.9M reactions from patents (1976-2016). Predict the reactants needed to synthesize the given product. (1) Given the product [C:1]([C:3]1([C@H:8]([NH:10][C:11]([C:13]2[C:21]3[C:16](=[N:17][CH:18]=[C:19]([C:22]4[C:30]5[C:25](=[CH:26][C:27]([F:31])=[CH:28][CH:29]=5)[N:24]([CH3:32])[N:23]=4)[N:20]=3)[NH:15][CH:14]=2)=[O:12])[CH3:9])[CH2:4][CH2:5][CH2:6][CH2:7]1)#[N:2], predict the reactants needed to synthesize it. The reactants are: [C:1]([C:3]1([C@H:8]([NH:10][C:11]([C:13]2[C:21]3[C:16](=[N:17][CH:18]=[C:19]([C:22]4[C:30]5[C:25](=[CH:26][C:27]([F:31])=[CH:28][CH:29]=5)[N:24]([CH3:32])[N:23]=4)[N:20]=3)[N:15](COCC[Si](C)(C)C)[CH:14]=2)=[O:12])[CH3:9])[CH2:7][CH2:6][CH2:5][CH2:4]1)#[N:2].C(O)(C(F)(F)F)=O. (2) Given the product [CH:6]([C:5]1[CH:8]=[CH:9][C:2]([NH:22][CH2:23][CH:24]2[CH2:28][CH2:27][CH2:26][N:25]2[C:29]([O:31][C:32]([CH3:35])([CH3:34])[CH3:33])=[O:30])=[C:3]([N+:10]([O-:12])=[O:11])[CH:4]=1)=[O:7], predict the reactants needed to synthesize it. The reactants are: F[C:2]1[CH:9]=[CH:8][C:5]([CH:6]=[O:7])=[CH:4][C:3]=1[N+:10]([O-:12])=[O:11].CCN(C(C)C)C(C)C.[NH2:22][CH2:23][CH:24]1[CH2:28][CH2:27][CH2:26][N:25]1[C:29]([O:31][C:32]([CH3:35])([CH3:34])[CH3:33])=[O:30]. (3) Given the product [C:32]([C:28]1[CH:27]=[C:26]([N:21]2[CH2:20][CH2:19][CH:18]([CH2:17][NH:16][C:11]3[CH:12]=[CH:13][CH:14]=[CH:15][C:10]=3[C:9]([NH:8][C:5]3[CH:4]=[CH:3][C:2]([Cl:1])=[CH:7][N:6]=3)=[O:24])[CH2:23][CH2:22]2)[CH:31]=[CH:30][N:29]=1)([OH:34])=[O:33], predict the reactants needed to synthesize it. The reactants are: [Cl:1][C:2]1[CH:3]=[CH:4][C:5]([NH:8][C:9](=[O:24])[C:10]2[CH:15]=[CH:14][CH:13]=[CH:12][C:11]=2[NH:16][CH2:17][CH:18]2[CH2:23][CH2:22][NH:21][CH2:20][CH2:19]2)=[N:6][CH:7]=1.Cl[C:26]1[CH:31]=[CH:30][N:29]=[C:28]([C:32]([OH:34])=[O:33])[CH:27]=1.C(N(CC)CC)C. (4) Given the product [F:1][C:2]1[CH:3]=[CH:4][C:5]([C:8]2[C:17]3[CH2:16][CH2:15][CH:14]([OH:18])[CH2:13][C:12]=3[N:11]=[C:10]([CH:19]([CH3:21])[CH3:20])[N:9]=2)=[CH:6][CH:7]=1, predict the reactants needed to synthesize it. The reactants are: [F:1][C:2]1[CH:7]=[CH:6][C:5]([C:8]2[C:17]3[CH2:16][CH2:15][C:14](=[O:18])[CH2:13][C:12]=3[N:11]=[C:10]([CH:19]([CH3:21])[CH3:20])[N:9]=2)=[CH:4][CH:3]=1.[BH4-].[Na+].[OH-].[Na+].O.